From a dataset of hERG potassium channel inhibition data for cardiac toxicity prediction from Karim et al.. Regression/Classification. Given a drug SMILES string, predict its toxicity properties. Task type varies by dataset: regression for continuous values (e.g., LD50, hERG inhibition percentage) or binary classification for toxic/non-toxic outcomes (e.g., AMES mutagenicity, cardiotoxicity, hepatotoxicity). Dataset: herg_karim. (1) The compound is O=C(/C=C/c1ccc2c(c1)CN(S(=O)(=O)c1ccc(C(F)(F)F)cc1)C2)NO. The result is 0 (non-blocker). (2) The molecule is NC(=O)c1c(F)ccc(OCc2nc3ncc(Cl)cc3s2)c1F. The result is 0 (non-blocker). (3) The compound is O/N=C(\c1ccc(CN2CCC3(CC2)OCc2cc(F)ncc23)cc1)c1ccc(F)c(F)c1. The result is 1 (blocker). (4) The molecule is CN1CCN(c2ncc3cc(-c4ccccc4)c(-c4ccc(CN5CCC(c6nc(-c7ncccn7)n[nH]6)CC5)cc4)nc3n2)CC1. The result is 0 (non-blocker). (5) The drug is O=C(CCCCCCC(=O)Nc1ccc2ccnc(Nc3ccc(Br)cc3F)c2c1)NO. The result is 0 (non-blocker). (6) The molecule is CCCC[C@H]1CN(CC2CCOCC2)C(=O)OC12CCN(C1(C)CCN(C(=O)c3c(C)ncnc3C)CC1)CC2. The result is 0 (non-blocker). (7) The drug is O=C(Nc1ccc(Cl)c(Cl)c1)N1CCN(C(=O)[C@H]2CN(C3CC3)CCN2)CC1. The result is 0 (non-blocker).